This data is from Full USPTO retrosynthesis dataset with 1.9M reactions from patents (1976-2016). The task is: Predict the reactants needed to synthesize the given product. (1) Given the product [N:35]1[CH:36]=[CH:37][CH:38]=[C:33]([C:32]2[N:26]3[C:27]([CH:28]=[N:29][C:24]([N:5]4[C:18]5[CH:13]=[CH:12][N:6]=[CH:7][C:8]=5[N:9]=[CH:4]4)=[N:25]3)=[CH:30][CH:31]=2)[CH:34]=1, predict the reactants needed to synthesize it. The reactants are: CS([C:4]1[N:9]=[CH:8][C:7]2=CC=[C:12]([C:13]3[CH:18]=CC=CC=3OC)[N:6]2[N:5]=1)=O.CS([C:24]1[N:29]=[CH:28][C:27]2=[CH:30][CH:31]=[C:32]([C:33]3[CH:34]=[N:35][CH:36]=[CH:37][CH:38]=3)[N:26]2[N:25]=1)=O. (2) The reactants are: [C:1]1([C:7]2[C:8]([C:17]3[CH:22]=[CH:21][C:20]([CH2:23][OH:24])=[CH:19][CH:18]=3)=[N:9][C:10]3[C:15]([CH:16]=2)=[CH:14][CH:13]=[CH:12][N:11]=3)[CH:6]=[CH:5][CH:4]=[CH:3][CH:2]=1.CCN(CC)CC. Given the product [C:1]1([C:7]2[C:8]([C:17]3[CH:18]=[CH:19][C:20]([CH:23]=[O:24])=[CH:21][CH:22]=3)=[N:9][C:10]3[C:15]([CH:16]=2)=[CH:14][CH:13]=[CH:12][N:11]=3)[CH:6]=[CH:5][CH:4]=[CH:3][CH:2]=1, predict the reactants needed to synthesize it. (3) Given the product [CH:1]1([C@H:7]2[C:24](=[O:25])[N:23]3[CH2:26][C@@H:20]([CH2:21][C@H:22]3[C:27]([OH:29])=[O:28])[O:19][C:18]3[CH:31]=[CH:32][C:33]4[C:38]([C:17]=3[C:16](=[CH2:39])[CH2:15][CH2:14][CH2:13][CH2:12][CH2:11][O:10][C:9](=[O:40])[NH:8]2)=[CH:37][CH:36]=[CH:35][CH:34]=4)[CH2:6][CH2:5][CH2:4][CH2:3][CH2:2]1, predict the reactants needed to synthesize it. The reactants are: [CH:1]1([C@H:7]2[C:24](=[O:25])[N:23]3[CH2:26][C@@H:20]([CH2:21][C@H:22]3[C:27]([O:29]C)=[O:28])[O:19][C:18]3[CH:31]=[CH:32][C:33]4[C:38]([C:17]=3[C:16](=[CH2:39])[CH2:15][CH2:14][CH2:13][CH2:12][CH2:11][O:10][C:9](=[O:40])[NH:8]2)=[CH:37][CH:36]=[CH:35][CH:34]=4)[CH2:6][CH2:5][CH2:4][CH2:3][CH2:2]1.O[Li].O.Cl.CCOCC. (4) Given the product [CH2:13]([N:10]1[CH2:11][C:12]2[C:2]([NH:1][C:24]3[N:29]=[C:28]([NH:30][C@@H:31]4[CH2:36][CH2:35][CH2:34][CH2:33][C@H:32]4[NH:37][S:38]([CH3:41])(=[O:39])=[O:40])[C:27]([Cl:42])=[CH:26][N:25]=3)=[C:3]([O:21][CH3:22])[CH:4]=[CH:5][C:6]=2[NH:7][C:8](=[O:20])[CH2:9]1)[C:14]1[CH:19]=[CH:18][CH:17]=[CH:16][CH:15]=1, predict the reactants needed to synthesize it. The reactants are: [NH2:1][C:2]1[C:12]2[CH2:11][N:10]([CH2:13][C:14]3[CH:19]=[CH:18][CH:17]=[CH:16][CH:15]=3)[CH2:9][C:8](=[O:20])[NH:7][C:6]=2[CH:5]=[CH:4][C:3]=1[O:21][CH3:22].Cl[C:24]1[N:29]=[C:28]([NH:30][C@@H:31]2[CH2:36][CH2:35][CH2:34][CH2:33][C@H:32]2[NH:37][S:38]([CH3:41])(=[O:40])=[O:39])[C:27]([Cl:42])=[CH:26][N:25]=1.Cl.O1CCOCC1.